Dataset: Reaction yield outcomes from USPTO patents with 853,638 reactions. Task: Predict the reaction yield, written as a fraction of the theoretical maximum amount of product (1.0 means a 100% yield; for example, 0.34 means a 34% yield). (1) The reactants are [S:1]1[CH:5]=[CH:4][CH:3]=[C:2]1[C:6](Cl)=[O:7].[CH3:9][N:10]1[C:19]2[C:14](=[CH:15][C:16]([CH3:20])=[CH:17][CH:18]=2)[C:13]([N:21]2[CH2:26][CH2:25][NH:24][CH2:23][CH2:22]2)=[C:12]([C:27]#[N:28])[C:11]1=[O:29]. The catalyst is N1C=CC=CC=1. The product is [CH3:9][N:10]1[C:19]2[C:14](=[CH:15][C:16]([CH3:20])=[CH:17][CH:18]=2)[C:13]([N:21]2[CH2:26][CH2:25][N:24]([C:6]([C:2]3[S:1][CH:5]=[CH:4][CH:3]=3)=[O:7])[CH2:23][CH2:22]2)=[C:12]([C:27]#[N:28])[C:11]1=[O:29]. The yield is 0.700. (2) The reactants are [C:1]([N:9]1[CH2:14][CH2:13][CH2:12][CH:11]([C:15]([O:17][CH2:18][CH3:19])=[O:16])[CH2:10]1)(=[O:8])[C:2]1[CH:7]=[CH:6][CH:5]=[CH:4][CH:3]=1.Br[CH2:21][CH2:22][CH2:23][C:24]1[CH:29]=[CH:28][CH:27]=[CH:26][CH:25]=1. No catalyst specified. The product is [C:1]([N:9]1[CH2:14][CH2:13][CH2:12][C:11]([CH2:21][CH2:22][CH2:23][C:24]2[CH:29]=[CH:28][CH:27]=[CH:26][CH:25]=2)([C:15]([O:17][CH2:18][CH3:19])=[O:16])[CH2:10]1)(=[O:8])[C:2]1[CH:3]=[CH:4][CH:5]=[CH:6][CH:7]=1. The yield is 0.410. (3) The reactants are [CH3:1][C:2]1[CH:11]=[N:10][C:9]2[C:4](=[C:5](I)[CH:6]=[CH:7][CH:8]=2)[N:3]=1.O.[CH3:14][N:15](C=O)C. The catalyst is [C-]#N.[C-]#N.[Zn+2].C1C=CC([P]([Pd]([P](C2C=CC=CC=2)(C2C=CC=CC=2)C2C=CC=CC=2)([P](C2C=CC=CC=2)(C2C=CC=CC=2)C2C=CC=CC=2)[P](C2C=CC=CC=2)(C2C=CC=CC=2)C2C=CC=CC=2)(C2C=CC=CC=2)C2C=CC=CC=2)=CC=1. The product is [CH3:1][C:2]1[CH:11]=[N:10][C:9]2[C:4](=[C:5]([C:14]#[N:15])[CH:6]=[CH:7][CH:8]=2)[N:3]=1. The yield is 0.930. (4) The reactants are C[O:2][C:3]([C:5]1[CH:10]=[C:9]([CH2:11][CH2:12][CH:13]([F:15])[F:14])[CH:8]=[CH:7][N:6]=1)=[O:4].Cl.[OH-].[Na+].[C:19](O[C:19]([O:21][C:22]([CH3:25])([CH3:24])[CH3:23])=[O:20])([O:21][C:22]([CH3:25])([CH3:24])[CH3:23])=[O:20]. The catalyst is CO.[Pt]=O.C(O)(C)(C)C.O. The product is [C:22]([O:21][C:19]([N:6]1[CH2:7][CH2:8][CH:9]([CH2:11][CH2:12][CH:13]([F:15])[F:14])[CH2:10][CH:5]1[C:3]([OH:2])=[O:4])=[O:20])([CH3:25])([CH3:24])[CH3:23]. The yield is 0.880. (5) The reactants are [CH3:1][CH:2]([OH:4])[CH3:3].[H-].[Na+].F[C:8]1[CH:15]=[CH:14][C:11]([C:12]#[N:13])=[CH:10][CH:9]=1.O. The catalyst is CN(C)C=O. The product is [CH3:1][CH:2]([O:4][C:8]1[CH:15]=[CH:14][C:11]([C:12]#[N:13])=[CH:10][CH:9]=1)[CH3:3]. The yield is 0.850. (6) The reactants are [NH:1]([C:3]1[CH:8]=[CH:7][C:6]([N+:9]([O-:11])=[O:10])=[CH:5][N:4]=1)[NH2:2].O=[C:13]1[CH2:22][CH2:21][C:20]2[C:15](=[CH:16][CH:17]=[CH:18][CH:19]=2)[CH:14]1[C:23](OCC)=[O:24]. No catalyst specified. The product is [N+:9]([C:6]1[CH:7]=[CH:8][C:3]([N:1]2[C:23]([OH:24])=[C:14]3[C:13]([CH2:22][CH2:21][C:20]4[CH:19]=[CH:18][CH:17]=[CH:16][C:15]=43)=[N:2]2)=[N:4][CH:5]=1)([O-:11])=[O:10]. The yield is 0.0700. (7) The reactants are [F:1][C:2]1[C:23]([F:24])=[CH:22][C:5]2[N:6]([CH:10]3[CH2:15][CH2:14][N:13]([C:16]4([CH3:21])[CH2:20][CH2:19][NH:18][CH2:17]4)[CH2:12][CH2:11]3)[C:7](=[O:9])[NH:8][C:4]=2[CH:3]=1.[C:25](Cl)(=[O:30])[O:26][CH2:27][CH2:28][F:29]. No catalyst specified. The product is [F:1][C:2]1[C:23]([F:24])=[CH:22][C:5]2[N:6]([CH:10]3[CH2:11][CH2:12][N:13]([C:16]4([CH3:21])[CH2:20][CH2:19][N:18]([C:25]([O:26][CH2:27][CH2:28][F:29])=[O:30])[CH2:17]4)[CH2:14][CH2:15]3)[C:7](=[O:9])[NH:8][C:4]=2[CH:3]=1. The yield is 0.726. (8) The reactants are [CH3:1]I.C(=O)([O-])[O-].[K+].[K+].[Cl:9][C:10]1[CH:11]=[C:12]2[S:18][C:17]([SH:19])=[N:16][C:13]2=[N:14][CH:15]=1.O. The catalyst is CN(C)C=O. The product is [Cl:9][C:10]1[CH:11]=[C:12]2[S:18][C:17]([S:19][CH3:1])=[N:16][C:13]2=[N:14][CH:15]=1. The yield is 0.810. (9) The reactants are C(O[BH-](OC(=O)C)OC(=O)C)(=O)C.[Na+].[F:15][C:16]([F:31])([F:30])[C:17]1[O:21][N:20]=[C:19]([C:22]2[CH:23]=[C:24]([CH:27]=[CH:28][CH:29]=2)[CH:25]=O)[N:18]=1.[F:32][C:33]1[CH:38]=[CH:37][C:36]([C:39]2[O:40][CH:41]=[C:42]([C:44]([CH3:48])([CH3:47])[CH2:45][NH2:46])[N:43]=2)=[CH:35][CH:34]=1. The catalyst is ClCCCl. The product is [F:32][C:33]1[CH:34]=[CH:35][C:36]([C:39]2[O:40][CH:41]=[C:42]([C:44]([CH3:48])([CH3:47])[CH2:45][NH:46][CH2:25][C:24]3[CH:27]=[CH:28][CH:29]=[C:22]([C:19]4[N:18]=[C:17]([C:16]([F:31])([F:30])[F:15])[O:21][N:20]=4)[CH:23]=3)[N:43]=2)=[CH:37][CH:38]=1. The yield is 0.180. (10) The reactants are [CH2:1]([CH:8]([C:12](=[O:14])[CH3:13])[C:9](=[O:11])[CH3:10])[C:2]1[CH:7]=[CH:6][CH:5]=[CH:4][CH:3]=1.[OH:15][C:16]1[CH:23]=[CH:22][C:19]([CH:20]=O)=[CH:18][C:17]=1[O:24][CH3:25].B([O:27][CH2:28][CH2:29][CH2:30]C)([O:27][CH2:28][CH2:29][CH2:30]C)[O:27][CH2:28][CH2:29][CH2:30]C.[CH2:42](N)[CH2:43][CH2:44][CH3:45].Cl.[C:48](OCC)(=[O:50])C. No catalyst specified. The product is [CH2:1]([CH:8]([C:9](=[O:11])[CH:10]=[CH:45][C:44]1[CH:30]=[CH:29][C:28]([OH:27])=[C:42]([O:50][CH3:48])[CH:43]=1)[C:12](=[O:14])[CH:13]=[CH:20][C:19]1[CH:22]=[CH:23][C:16]([OH:15])=[C:17]([O:24][CH3:25])[CH:18]=1)[C:2]1[CH:7]=[CH:6][CH:5]=[CH:4][CH:3]=1. The yield is 0.590.